From a dataset of Full USPTO retrosynthesis dataset with 1.9M reactions from patents (1976-2016). Predict the reactants needed to synthesize the given product. (1) The reactants are: [CH2:1]([N:8]1[C:13]([CH3:15])([CH3:14])[CH2:12][O:11][C:10]([CH2:17][CH:18]=[O:19])([CH3:16])[C:9]1=[O:20])[C:2]1[CH:7]=[CH:6][CH:5]=[CH:4][CH:3]=1.[CH3:21][Mg]Br. Given the product [CH2:1]([N:8]1[C:13]([CH3:15])([CH3:14])[CH2:12][O:11][C:10]([CH2:17][CH:18]([OH:19])[CH3:21])([CH3:16])[C:9]1=[O:20])[C:2]1[CH:3]=[CH:4][CH:5]=[CH:6][CH:7]=1, predict the reactants needed to synthesize it. (2) Given the product [C:18]([SiH2:22][O:23][C:24]([CH3:33])([CH3:32])[C:25]1[CH:26]=[CH:27][C:28]([NH:31][C:2]2[N:3]=[CH:4][C:5]3[CH:10]=[C:9]([C:11]#[N:12])[N:8]([CH:13]4[CH2:17][CH2:16][CH2:15][CH2:14]4)[C:6]=3[N:7]=2)=[N:29][CH:30]=1)([CH3:21])([CH3:19])[CH3:20], predict the reactants needed to synthesize it. The reactants are: Cl[C:2]1[N:3]=[CH:4][C:5]2[CH:10]=[C:9]([C:11]#[N:12])[N:8]([CH:13]3[CH2:17][CH2:16][CH2:15][CH2:14]3)[C:6]=2[N:7]=1.[C:18]([SiH2:22][O:23][C:24]([CH3:33])([CH3:32])[C:25]1[CH:26]=[CH:27][C:28]([NH2:31])=[N:29][CH:30]=1)([CH3:21])([CH3:20])[CH3:19].